This data is from Full USPTO retrosynthesis dataset with 1.9M reactions from patents (1976-2016). The task is: Predict the reactants needed to synthesize the given product. (1) Given the product [C:24]([C:20]1[CH:19]=[C:18]([C:7]2[S:6][C:5]([NH:4][C:1](=[O:3])[CH3:2])=[N:9][C:8]=2[CH3:10])[CH:23]=[CH:22][N:21]=1)([CH3:27])([CH3:26])[CH3:25], predict the reactants needed to synthesize it. The reactants are: [C:1]([NH:4][C:5]1[S:6][CH:7]=[C:8]([CH3:10])[N:9]=1)(=[O:3])[CH3:2].C(=O)([O-])[O-].[Cs+].[Cs+].Br[C:18]1[CH:23]=[CH:22][N:21]=[C:20]([C:24]([CH3:27])([CH3:26])[CH3:25])[CH:19]=1. (2) Given the product [CH2:1]([O:3][C:4]([C:6]1[CH2:11][C@@H:10]([O:12][S:13]([CH3:16])(=[O:15])=[O:14])[C@@H:9]2[C@@H:8]([N:22]2[P:25]([O:29][CH2:30][CH3:31])([O:26][CH2:27][CH3:28])=[O:32])[CH:7]=1)=[O:5])[CH3:2], predict the reactants needed to synthesize it. The reactants are: [CH2:1]([O:3][C:4]([C:6]1[CH2:11][C@@H:10]([O:12][S:13]([CH3:16])(=[O:15])=[O:14])[C@@H:9](OS(C)(=O)=O)[C@H:8]([N:22]=[N+]=[N-])[CH:7]=1)=[O:5])[CH3:2].[P:25]([O:32]CC)([O:29][CH2:30][CH3:31])[O:26][CH2:27][CH3:28]. (3) Given the product [NH2:19][C:17]1[N:18]=[C:13]([C:5]2[CH:4]=[C:3]([CH2:2][OH:1])[CH:8]=[CH:7][CH:6]=2)[CH:14]=[C:15]([NH:20][CH3:21])[N:16]=1, predict the reactants needed to synthesize it. The reactants are: [OH:1][CH2:2][C:3]1[CH:4]=[C:5](B(O)O)[CH:6]=[CH:7][CH:8]=1.I[C:13]1[N:18]=[C:17]([NH2:19])[N:16]=[C:15]([NH:20][CH3:21])[CH:14]=1. (4) Given the product [CH3:17][C:8]1[C:7]([C:5]([OH:6])=[O:4])=[CH:15][N:14]2[C:9]=1[C:10](=[O:16])[NH:11][CH:12]=[N:13]2, predict the reactants needed to synthesize it. The reactants are: [Li+].[OH-].C[O:4][C:5]([C:7]1[C:8]([CH3:17])=[C:9]2[N:14]([CH:15]=1)[N:13]=[CH:12][NH:11][C:10]2=[O:16])=[O:6]. (5) Given the product [Br:1][C:2]1[CH:11]=[CH:10][C:9]([O:12][CH2:14][C:15]2[CH:20]=[CH:19][C:18]([F:21])=[CH:17][CH:16]=2)=[CH:8][C:3]=1[C:4]([O:6][CH3:7])=[O:5], predict the reactants needed to synthesize it. The reactants are: [Br:1][C:2]1[CH:11]=[CH:10][C:9]([OH:12])=[CH:8][C:3]=1[C:4]([O:6][CH3:7])=[O:5].Br[CH2:14][C:15]1[CH:20]=[CH:19][C:18]([F:21])=[CH:17][CH:16]=1.C(=O)([O-])[O-].[K+].[K+]. (6) Given the product [CH:31]([N:17]([C:15]([C:11]1[C:12]([CH3:14])=[CH:13][C:8]2[O:7][C:6]([CH3:34])([CH3:35])[C:5](=[O:36])[N:4]([CH2:3][CH2:2][NH:1][C:41]([NH:51][CH3:49])=[O:47])[C:9]=2[CH:10]=1)=[O:16])[C@@H:18]1[CH2:23][CH2:22][CH2:21][N:20]([C:24]([O:26][C:27]([CH3:29])([CH3:28])[CH3:30])=[O:25])[CH2:19]1)([CH3:32])[CH3:33], predict the reactants needed to synthesize it. The reactants are: [NH2:1][CH2:2][CH2:3][N:4]1[C:9]2[CH:10]=[C:11]([C:15]([N:17]([CH:31]([CH3:33])[CH3:32])[C@@H:18]3[CH2:23][CH2:22][CH2:21][N:20]([C:24]([O:26][C:27]([CH3:30])([CH3:29])[CH3:28])=[O:25])[CH2:19]3)=[O:16])[C:12]([CH3:14])=[CH:13][C:8]=2[O:7][C:6]([CH3:35])([CH3:34])[C:5]1=[O:36].ClC(Cl)(O[C:41](=[O:47])OC(Cl)(Cl)Cl)Cl.[CH2:49]([N:51](CC)CC)C. (7) Given the product [Br:18][C:19]1[CH:24]=[CH:23][C:22]([C:12]2[C:11]3[C:6]([C:5]4[CH:4]=[CH:3][CH:2]=[CH:1][C:14]=4[CH:13]=2)=[CH:7][CH:8]=[CH:9][CH:10]=3)=[CH:21][CH:20]=1, predict the reactants needed to synthesize it. The reactants are: [CH:1]1[C:14]2[CH:13]=[C:12](B(O)O)[C:11]3[C:6](=[CH:7][CH:8]=[CH:9][CH:10]=3)[C:5]=2[CH:4]=[CH:3][CH:2]=1.[Br:18][C:19]1[CH:24]=[CH:23][C:22](I)=[CH:21][CH:20]=1.C(=O)([O-])[O-].[Na+].[Na+]. (8) Given the product [NH2:1][C:4]1[CH:12]=[C:11]([C:13]2[C:18]([C:19]([F:22])([F:20])[F:21])=[CH:17][CH:16]=[CH:15][N:14]=2)[CH:10]=[CH:9][C:5]=1[C:6]([OH:8])=[O:7], predict the reactants needed to synthesize it. The reactants are: [N+:1]([C:4]1[CH:12]=[C:11]([C:13]2[C:18]([C:19]([F:22])([F:21])[F:20])=[CH:17][CH:16]=[CH:15][N:14]=2)[CH:10]=[CH:9][C:5]=1[C:6]([OH:8])=[O:7])([O-])=O.